This data is from Forward reaction prediction with 1.9M reactions from USPTO patents (1976-2016). The task is: Predict the product of the given reaction. (1) Given the reactants C(O[C:4](=[O:13])[C:5](=[O:12])[CH2:6][C:7](=[O:11])[CH:8]([CH3:10])[CH3:9])C.[Cl:14][C:15]1[CH:22]=[CH:21][C:18]([CH:19]=O)=[C:17]([CH3:23])[CH:16]=1.[Cl:24][C:25]1[CH:26]=[CH:27][C:28]([CH3:32])=[C:29]([CH:31]=1)[NH2:30], predict the reaction product. The product is: [Cl:24][C:25]1[CH:26]=[CH:27][C:28]([CH3:32])=[C:29]([N:30]2[CH:19]([C:18]3[CH:21]=[CH:22][C:15]([Cl:14])=[CH:16][C:17]=3[CH3:23])[C:6]([C:7](=[O:11])[CH:8]([CH3:9])[CH3:10])=[C:5]([OH:12])[C:4]2=[O:13])[CH:31]=1. (2) Given the reactants [Cl:1][C:2]1[CH:9]=[C:8]([N:10]([CH2:16][CH:17]2[CH2:22][CH2:21][CH2:20][CH2:19][CH2:18]2)[C@H:11]2[CH2:15][CH2:14][NH:13][CH2:12]2)[CH:7]=[CH:6][C:3]=1[C:4]#[N:5].[CH:23]1([S:26](Cl)(=[O:28])=[O:27])[CH2:25][CH2:24]1, predict the reaction product. The product is: [Cl:1][C:2]1[CH:9]=[C:8]([N:10]([CH2:16][CH:17]2[CH2:22][CH2:21][CH2:20][CH2:19][CH2:18]2)[C@H:11]2[CH2:15][CH2:14][N:13]([S:26]([CH:23]3[CH2:25][CH2:24]3)(=[O:28])=[O:27])[CH2:12]2)[CH:7]=[CH:6][C:3]=1[C:4]#[N:5]. (3) The product is: [CH3:1][O:2][C:3](=[O:23])[CH:4]([N:8]([S:9]([C:12]1[CH:13]=[CH:14][C:15]([O:18][CH2:19][C:20]#[C:21][CH3:22])=[CH:16][CH:17]=1)(=[O:11])=[O:10])[CH2:26][CH2:27][N:28]1[CH2:33][CH2:32][O:31][CH2:30][CH2:29]1)[CH:5]([CH3:7])[CH3:6]. Given the reactants [CH3:1][O:2][C:3](=[O:23])[CH:4]([NH:8][S:9]([C:12]1[CH:17]=[CH:16][C:15]([O:18][CH2:19][C:20]#[C:21][CH3:22])=[CH:14][CH:13]=1)(=[O:11])=[O:10])[CH:5]([CH3:7])[CH3:6].Cl.Cl[CH2:26][CH2:27][N:28]1[CH2:33][CH2:32][O:31][CH2:30][CH2:29]1, predict the reaction product. (4) Given the reactants [C:1]1([C:7]2[C:16]([N:17]3[CH2:22][CH2:21][N:20]([C:23]4[CH:28]=[CH:27][C:26]([C:29]([F:32])([F:31])[F:30])=[CH:25][N:24]=4)[CH2:19][CH2:18]3)=[N:15][C:14]3[C:9](=[CH:10][CH:11]=[C:12]([C:33]([O:35]C)=[O:34])[CH:13]=3)[N:8]=2)[CH:6]=[CH:5][CH:4]=[CH:3][CH:2]=1.[OH-].[Na+].Cl, predict the reaction product. The product is: [C:1]1([C:7]2[C:16]([N:17]3[CH2:18][CH2:19][N:20]([C:23]4[CH:28]=[CH:27][C:26]([C:29]([F:31])([F:32])[F:30])=[CH:25][N:24]=4)[CH2:21][CH2:22]3)=[N:15][C:14]3[C:9](=[CH:10][CH:11]=[C:12]([C:33]([OH:35])=[O:34])[CH:13]=3)[N:8]=2)[CH:2]=[CH:3][CH:4]=[CH:5][CH:6]=1. (5) Given the reactants [C:1]([N:4]1[C:13]2[C:8](=[CH:9][C:10]([C:14]3[N:15]=[N:16][NH:17][CH:18]=3)=[CH:11][CH:12]=2)[C@H:7]([NH:19][C:20]2[CH:27]=[CH:26][C:23]([C:24]#[N:25])=[CH:22][N:21]=2)[CH2:6][C@@H:5]1[CH3:28])(=[O:3])[CH3:2].Br[CH2:30][CH2:31][O:32][CH3:33].C(=O)([O-])[O-].[K+].[K+].[I-].[Na+], predict the reaction product. The product is: [C:1]([N:4]1[C:13]2[C:8](=[CH:9][C:10]([C:14]3[N:15]=[N:16][N:17]([CH2:30][CH2:31][O:32][CH3:33])[CH:18]=3)=[CH:11][CH:12]=2)[C@H:7]([NH:19][C:20]2[CH:27]=[CH:26][C:23]([C:24]#[N:25])=[CH:22][N:21]=2)[CH2:6][C@@H:5]1[CH3:28])(=[O:3])[CH3:2].[C:1]([N:4]1[C:13]2[C:8](=[CH:9][C:10]([C:14]3[CH:18]=[N:17][N:16]([CH2:30][CH2:31][O:32][CH3:33])[N:15]=3)=[CH:11][CH:12]=2)[C@H:7]([NH:19][C:20]2[CH:27]=[CH:26][C:23]([C:24]#[N:25])=[CH:22][N:21]=2)[CH2:6][C@@H:5]1[CH3:28])(=[O:3])[CH3:2]. (6) The product is: [OH2:8].[OH2:1].[OH2:8].[OH2:8].[C:6]([O-:9])(=[O:8])[CH3:7].[Ni+2:2].[C:6]([O-:9])(=[O:8])[CH3:7]. Given the reactants [OH-:1].[Ni+2:2].[OH-].[Ni].O.[C:6]([OH:9])(=[O:8])[CH3:7], predict the reaction product. (7) Given the reactants Br[CH2:2][C:3](=O)[C:4]([CH3:15])([C:6]1[CH:11]=[CH:10][CH:9]=[C:8]([N+:12]([O-:14])=[O:13])[CH:7]=1)[CH3:5].Cl.[C:18]([NH2:23])(=[NH:22])[CH:19]([CH3:21])[CH3:20].CN(C)C(N(C)C)=N, predict the reaction product. The product is: [CH:19]([C:18]1[NH:22][CH:2]=[C:3]([C:4]([CH3:15])([C:6]2[CH:11]=[CH:10][CH:9]=[C:8]([N+:12]([O-:14])=[O:13])[CH:7]=2)[CH3:5])[N:23]=1)([CH3:21])[CH3:20]. (8) Given the reactants N1C=CN=C1.[C:6]([Si:10](Cl)([C:17]1[CH:22]=[CH:21][CH:20]=[CH:19][CH:18]=1)[C:11]1[CH:16]=[CH:15][CH:14]=[CH:13][CH:12]=1)([CH3:9])([CH3:8])[CH3:7].Cl.[O:25]1[C:29]2=[CH:30][N:31]=[CH:32][CH:33]=[C:28]2[C:27](=[O:34])[CH2:26]1, predict the reaction product. The product is: [Si:10]([O:34][C:27]1[C:28]2[C:29](=[CH:30][N:31]=[CH:32][CH:33]=2)[O:25][CH:26]=1)([C:6]([CH3:9])([CH3:8])[CH3:7])([C:17]1[CH:22]=[CH:21][CH:20]=[CH:19][CH:18]=1)[C:11]1[CH:16]=[CH:15][CH:14]=[CH:13][CH:12]=1. (9) Given the reactants Cl[C:2]1[C:3]([C:16]2[CH:21]=[CH:20][CH:19]=[CH:18][CH:17]=2)=[N:4][C:5]2[C:10]([N:11]=1)=[CH:9][C:8]([C:12]([O:14][CH3:15])=[O:13])=[CH:7][CH:6]=2.B(O)(O)[C:23]1[CH:24]=[CH:25][C:26]([CH3:29])=[CH:27][CH:28]=1, predict the reaction product. The product is: [C:16]1([C:3]2[C:2]([C:23]3[CH:28]=[CH:27][C:26]([CH3:29])=[CH:25][CH:24]=3)=[N:11][C:10]3[C:5](=[CH:6][CH:7]=[C:8]([C:12]([O:14][CH3:15])=[O:13])[CH:9]=3)[N:4]=2)[CH:21]=[CH:20][CH:19]=[CH:18][CH:17]=1.